From a dataset of CYP3A4 inhibition data for predicting drug metabolism from PubChem BioAssay. Regression/Classification. Given a drug SMILES string, predict its absorption, distribution, metabolism, or excretion properties. Task type varies by dataset: regression for continuous measurements (e.g., permeability, clearance, half-life) or binary classification for categorical outcomes (e.g., BBB penetration, CYP inhibition). Dataset: cyp3a4_veith. (1) The drug is COC(=O)[C@@]1(Cc2ccc(F)cc2)[C@H]2c3cc(C(=O)N4CCCC4)n(Cc4cc(F)cc5c4OCOC5)c3C[C@H]2CN1C(=O)c1ccccc1. The result is 1 (inhibitor). (2) The drug is CCn1c(-c2ccc(N(C)C)cc2)nc2ccccc21. The result is 1 (inhibitor). (3) The compound is Cc1ccc(-n2c(Cc3cccn3C)nnc2SCC(=O)N2CCc3ccccc32)cc1. The result is 1 (inhibitor). (4) The compound is OCCCNc1ncnc2[nH]ncc12. The result is 0 (non-inhibitor).